This data is from Catalyst prediction with 721,799 reactions and 888 catalyst types from USPTO. The task is: Predict which catalyst facilitates the given reaction. (1) Reactant: Cl.[NH2:2][OH:3].[C:4]([C:8]1[CH:9]=[C:10]([C:17]2[CH:18]=[N:19][C:20]([C:23]([F:26])([F:25])[F:24])=[CH:21][CH:22]=2)[C:11]([OH:16])=[C:12]([CH:15]=1)[CH:13]=O)([CH3:7])([CH3:6])[CH3:5].C([O-])(=O)C.[Na+]. Product: [C:4]([C:8]1[CH:9]=[C:10]([C:17]2[CH:18]=[N:19][C:20]([C:23]([F:26])([F:25])[F:24])=[CH:21][CH:22]=2)[C:11]([OH:16])=[C:12]([CH:15]=1)[CH:13]=[N:2][OH:3])([CH3:7])([CH3:6])[CH3:5]. The catalyst class is: 8. (2) Reactant: [Br:1][C:2]1[N:3]=[C:4]([C@@H:12]2[O:17][CH2:16][CH2:15][N:14]([C:18]([O:20][C:21]([CH3:24])([CH3:23])[CH3:22])=[O:19])[CH2:13]2)[N:5]2[CH:10]=[CH:9][N:8]=[C:7](Cl)[C:6]=12.[CH3:25][O:26][C:27]1[CH:32]=[C:31]([O:33][CH3:34])[CH:30]=[CH:29][C:28]=1[CH2:35][NH2:36].C(N(C(C)C)C(C)C)C. Product: [Br:1][C:2]1[N:3]=[C:4]([C@@H:12]2[O:17][CH2:16][CH2:15][N:14]([C:18]([O:20][C:21]([CH3:24])([CH3:23])[CH3:22])=[O:19])[CH2:13]2)[N:5]2[CH:10]=[CH:9][N:8]=[C:7]([NH:36][CH2:35][C:28]3[CH:29]=[CH:30][C:31]([O:33][CH3:34])=[CH:32][C:27]=3[O:26][CH3:25])[C:6]=12. The catalyst class is: 12.